Dataset: Reaction yield outcomes from USPTO patents with 853,638 reactions. Task: Predict the reaction yield, written as a fraction of the theoretical maximum amount of product (1.0 means a 100% yield; for example, 0.34 means a 34% yield). (1) The reactants are [CH3:1][O:2][C:3](=[O:17])[CH2:4][CH2:5][C:6]1[C:14]2[C:9](=[CH:10][CH:11]=[C:12]([O:15][CH3:16])[CH:13]=2)[NH:8][CH:7]=1.[H-].[Na+].[CH3:20][O:21][C:22]1[CH:27]=[CH:26][C:25]([S:28](Cl)(=[O:30])=[O:29])=[CH:24][CH:23]=1. The catalyst is CN(C=O)C. The product is [CH3:1][O:2][C:3](=[O:17])[CH2:4][CH2:5][C:6]1[C:14]2[C:9](=[CH:10][CH:11]=[C:12]([O:15][CH3:16])[CH:13]=2)[N:8]([S:28]([C:25]2[CH:24]=[CH:23][C:22]([O:21][CH3:20])=[CH:27][CH:26]=2)(=[O:30])=[O:29])[CH:7]=1. The yield is 0.610. (2) The reactants are [OH:1][C@H:2]1[CH2:7][CH2:6][C@H:5]([NH:8][C:9](=[O:15])[O:10][C:11]([CH3:14])([CH3:13])[CH3:12])[CH2:4][CH2:3]1.C(N(CC)CC)C.[CH3:23][S:24](Cl)(=[O:26])=[O:25]. The catalyst is C(Cl)Cl. The product is [CH3:23][S:24]([O:1][C@H:2]1[CH2:7][CH2:6][C@H:5]([NH:8][C:9]([O:10][C:11]([CH3:12])([CH3:14])[CH3:13])=[O:15])[CH2:4][CH2:3]1)(=[O:26])=[O:25]. The yield is 0.990. (3) The reactants are [Cl:1][C:2]1[CH:7]=[CH:6][C:5]([NH:8][C:9](=[O:16])[C:10]2[CH:15]=[CH:14][CH:13]=[CH:12][CH:11]=2)=[C:4]([C:17](=[O:25])[C:18]2[CH:23]=[CH:22][CH:21]=[CH:20][C:19]=2[CH3:24])[CH:3]=1.[Br:26]N1C(=O)CCC1=O. The catalyst is C(Cl)(Cl)(Cl)Cl.C(Cl)Cl. The product is [Br:26][CH2:24][C:19]1[CH:20]=[CH:21][CH:22]=[CH:23][C:18]=1[C:17]([C:4]1[CH:3]=[C:2]([Cl:1])[CH:7]=[CH:6][C:5]=1[NH:8][C:9](=[O:16])[C:10]1[CH:11]=[CH:12][CH:13]=[CH:14][CH:15]=1)=[O:25]. The yield is 0.740. (4) The reactants are C[O:2][C:3]([C:5]1[CH2:14][C:13](=[O:15])[C:12]2[C:7](=[C:8](Cl)[C:9]([CH3:17])=[C:10](Cl)[CH:11]=2)[N:6]=1)=[O:4].O[Li].O. The catalyst is CO.O.[Pd]. The product is [C:3]([C:5]1[CH2:14][C:13](=[O:15])[C:12]2[C:7](=[CH:8][C:9]([CH3:17])=[CH:10][CH:11]=2)[N:6]=1)([OH:4])=[O:2]. The yield is 0.900. (5) The reactants are [F:1][C:2]1[CH:7]=[CH:6][C:5]([S:8]([C:11]2[CH:12]=[CH:13][C:14]([CH:29]([CH3:31])[CH3:30])=[C:15]([S:17]([NH:20][CH2:21][CH2:22][C:23]3[CH:24]=[N:25][CH:26]=[CH:27][CH:28]=3)(=[O:19])=[O:18])[CH:16]=2)(=[O:10])=[O:9])=[CH:4][CH:3]=1. The catalyst is [Pd].C(O)C. The product is [F:1][C:2]1[CH:7]=[CH:6][C:5]([S:8]([C:11]2[CH:12]=[CH:13][C:14]([CH:29]([CH3:31])[CH3:30])=[C:15]([S:17]([NH:20][CH2:21][CH2:22][CH:23]3[CH2:28][CH2:27][CH2:26][NH:25][CH2:24]3)(=[O:19])=[O:18])[CH:16]=2)(=[O:9])=[O:10])=[CH:4][CH:3]=1. The yield is 0.840.